From a dataset of Forward reaction prediction with 1.9M reactions from USPTO patents (1976-2016). Predict the product of the given reaction. (1) Given the reactants O1CCCC1.[I:6][C:7]1[CH:15]=[CH:14][C:10]([C:11](Cl)=[O:12])=[CH:9][CH:8]=1.Cl.[CH:17]1([C:20]2[CH:25]=[C:24]([CH3:26])[CH:23]=[CH:22][C:21]=2[N:27]2[CH2:32][CH2:31][NH:30][CH2:29][CH2:28]2)[CH2:19][CH2:18]1.[OH-].[Na+], predict the reaction product. The product is: [CH:17]1([C:20]2[CH:25]=[C:24]([CH3:26])[CH:23]=[CH:22][C:21]=2[N:27]2[CH2:32][CH2:31][N:30]([C:11]([C:10]3[CH:14]=[CH:15][C:7]([I:6])=[CH:8][CH:9]=3)=[O:12])[CH2:29][CH2:28]2)[CH2:18][CH2:19]1. (2) Given the reactants [CH:1]([N:4]1[CH:12]=[N:11][C:10]2[C:5]1=[N:6][CH:7]=[N:8][C:9]=2[C:13]1[CH:18]=[CH:17][C:16]([O:19]C2CCCCO2)=[CH:15][CH:14]=1)([CH3:3])[CH3:2].Cl, predict the reaction product. The product is: [CH:1]([N:4]1[CH:12]=[N:11][C:10]2[C:5]1=[N:6][CH:7]=[N:8][C:9]=2[C:13]1[CH:14]=[CH:15][C:16]([OH:19])=[CH:17][CH:18]=1)([CH3:3])[CH3:2]. (3) Given the reactants Cl.[CH3:2][CH:3]1[CH:8]([C:9]([NH:11][CH2:12][CH2:13][NH:14][C:15]([C:17]2[C:18]([C:28]([F:31])([F:30])[F:29])=[N:19][N:20]([C:22]3[CH:27]=[CH:26][CH:25]=[CH:24][CH:23]=3)[CH:21]=2)=[O:16])=[O:10])[CH2:7][CH2:6][NH:5][CH2:4]1.[CH3:32][C:33]([CH3:39])([CH3:38])[CH2:34][C:35](O)=[O:36].CCN=C=NCCCN(C)C.Cl.C1C=CC2N(O)N=NC=2C=1.O.C(N(CC)CC)C, predict the reaction product. The product is: [CH3:32][C:33]([CH3:39])([CH3:38])[CH2:34][C:35]([N:5]1[CH2:6][CH2:7][CH:8]([C:9]([NH:11][CH2:12][CH2:13][NH:14][C:15]([C:17]2[C:18]([C:28]([F:31])([F:29])[F:30])=[N:19][N:20]([C:22]3[CH:27]=[CH:26][CH:25]=[CH:24][CH:23]=3)[CH:21]=2)=[O:16])=[O:10])[CH:3]([CH3:2])[CH2:4]1)=[O:36]. (4) Given the reactants [CH2:1]([CH:3]([C:6]1[C:10]([CH2:11][CH2:12][CH2:13][OH:14])=[CH:9][N:8]([C:15]2[N:20]=[CH:19][C:18]([C:21]([F:24])([F:23])[F:22])=[CH:17][N:16]=2)[N:7]=1)[CH2:4][CH3:5])[CH3:2].O[C:26]1[C:31]([CH3:32])=[CH:30][CH:29]=[CH:28][C:27]=1[CH2:33][C:34]([O:36]C)=[O:35].C(P(CCCC)CCCC)CCC.N(C(N1CCCCC1)=O)=NC(N1CCCCC1)=O, predict the reaction product. The product is: [CH2:1]([CH:3]([C:6]1[C:10]([CH2:11][CH2:12][CH2:13][O:14][C:26]2[C:31]([CH3:32])=[CH:30][CH:29]=[CH:28][C:27]=2[CH2:33][C:34]([OH:36])=[O:35])=[CH:9][N:8]([C:15]2[N:16]=[CH:17][C:18]([C:21]([F:22])([F:24])[F:23])=[CH:19][N:20]=2)[N:7]=1)[CH2:4][CH3:5])[CH3:2]. (5) Given the reactants [NH:1]1[C:5]2=[N:6][CH:7]=[CH:8][CH:9]=[C:4]2[CH:3]=[C:2]1[C:10]1[CH:15]=[CH:14][C:13]([S:16]([NH2:19])(=[O:18])=[O:17])=[CH:12][CH:11]=1.[H-].[Na+].[S:23]([C:24]1[CH:29]=[CH:28][C:27]([Cl:30])=[CH:26][N:25]=1)[S:23][C:24]1[CH:29]=[CH:28][C:27]([Cl:30])=[CH:26][N:25]=1, predict the reaction product. The product is: [Cl:30][C:27]1[CH:28]=[CH:29][C:24]([S:23][C:3]2[C:4]3[C:5](=[N:6][CH:7]=[CH:8][CH:9]=3)[NH:1][C:2]=2[C:10]2[CH:11]=[CH:12][C:13]([S:16]([NH2:19])(=[O:18])=[O:17])=[CH:14][CH:15]=2)=[N:25][CH:26]=1. (6) Given the reactants [Cl:1][C:2]1[CH:28]=[C:27]([Cl:29])[CH:26]=[CH:25][C:3]=1[C:4]([C:6]1[O:7][C:8]2[CH:17]=[C:16]([C:18]3[CH:19]=[C:20]([CH3:24])[CH:21]=[CH:22][CH:23]=3)[CH:15]=[CH:14][C:9]=2[C:10]=1[C:11]([NH2:13])=O)=[O:5].O=S(Cl)Cl, predict the reaction product. The product is: [Cl:1][C:2]1[CH:28]=[C:27]([Cl:29])[CH:26]=[CH:25][C:3]=1[C:4]([C:6]1[O:7][C:8]2[CH:17]=[C:16]([C:18]3[CH:19]=[C:20]([CH3:24])[CH:21]=[CH:22][CH:23]=3)[CH:15]=[CH:14][C:9]=2[C:10]=1[C:11]#[N:13])=[O:5].